Dataset: Experimentally validated miRNA-target interactions with 360,000+ pairs, plus equal number of negative samples. Task: Binary Classification. Given a miRNA mature sequence and a target amino acid sequence, predict their likelihood of interaction. The miRNA is mmu-miR-466f-3p with sequence CAUACACACACACAUACACAC. The protein sequence of the target gene is MSFVAYEELIKEGDTAILSLGHGSMVAVRVQRGAQTQTRHGVLRHSVDLIGRPFGSKVICSRGGWVYVLHPTPELWTVNLPHRTQILYSTDIALITMMLELRPGSVVCESGTGSGSVSHAIIRSVAPTGHLHTVEFHQQRADKAREEFQEHRLSQWVTVHTQDVCCSGFGVVHVADAVFLDIPSPWEAVGHAWDALKVEGGRFCSFSPCIEQVQRTCQALAAHGFTELSTLEVLPQVYNVRTVSLPLPDLGANNLETNMGSDASPFRSGTPMKETVGHTGYLTFATKTPG. Result: 1 (interaction).